Dataset: Full USPTO retrosynthesis dataset with 1.9M reactions from patents (1976-2016). Task: Predict the reactants needed to synthesize the given product. (1) Given the product [O:9]1[CH:8]=[CH:10][CH:18]=[CH:13][NH:12]1.[C:22]1([N:21]2[C:6]3[C:1](=[CH:2][CH:3]=[CH:4][CH:5]=3)[CH:29]=[CH:28]2)[CH:27]=[CH:26][CH:25]=[CH:24][CH:23]=1, predict the reactants needed to synthesize it. The reactants are: [C:1]1(C(Cl)[C:8]([C:10]2[C:18]3[C:13](=CC=CC=3)[N:12](C)C=2)=[O:9])[CH:6]=[CH:5][CH:4]=[CH:3][CH:2]=1.[NH:21]([CH2:28][CH2:29]O)[C:22]1[CH:27]=[CH:26][CH:25]=[CH:24][CH:23]=1. (2) Given the product [S:48]1[C:52]([NH:53][C:14]([CH:11]2[CH:10]3[CH:12]2[CH2:13][N:8]([C:6]([O:5][C:1]([CH3:2])([CH3:3])[CH3:4])=[O:7])[CH2:9]3)=[O:16])=[CH:51][CH:50]=[N:49]1, predict the reactants needed to synthesize it. The reactants are: [C:1]([O:5][C:6]([N:8]1[CH2:13][CH:12]2[CH:10]([CH:11]2[C:14]([OH:16])=O)[CH2:9]1)=[O:7])([CH3:4])([CH3:3])[CH3:2].CN(C(ON1N=NC2C=CC=NC1=2)=[N+](C)C)C.F[P-](F)(F)(F)(F)F.C(N(CC)CC)C.[S:48]1[C:52]([NH2:53])=[CH:51][CH:50]=[N:49]1. (3) Given the product [ClH:1].[CH2:13]([O:12][CH2:11][C:8]1[N:6]2[N:7]=[C:2]([NH:14][CH2:15][C:16]3[CH:21]=[CH:20][CH:19]=[CH:18][N:17]=3)[CH:3]=[CH:4][C:5]2=[N:10][CH:9]=1)[CH3:23], predict the reactants needed to synthesize it. The reactants are: [Cl:1][C:2]1[CH:3]=[CH:4][C:5]2[N:6]([C:8]([CH2:11][O:12][CH3:13])=[CH:9][N:10]=2)[N:7]=1.[NH2:14][CH2:15][C:16]1[CH:21]=[CH:20][CH:19]=[CH:18][N:17]=1.Cl.[CH3:23]COCC. (4) The reactants are: C([O:8][C@@H:9]1[C@@H:14]([CH2:15][O:16]CC2C=CC=CC=2)[N:13]2[CH:24]=[C:25]([C:27]#[C:28][CH2:29][CH2:30][CH2:31][CH2:32][CH2:33][CH3:34])[N:26]=[C:12]2[C@H:11]([O:35]CC2C=CC=CC=2)[C@H:10]1[O:43]CC1C=CC=CC=1)C1C=CC=CC=1. Given the product [OH:16][CH2:15][C@H:14]1[N:13]2[CH:24]=[C:25]([CH2:27][CH2:28][CH2:29][CH2:30][CH2:31][CH2:32][CH2:33][CH3:34])[N:26]=[C:12]2[C@H:11]([OH:35])[C@@H:10]([OH:43])[C@@H:9]1[OH:8], predict the reactants needed to synthesize it. (5) Given the product [CH3:1][N:2]1[C:10]2[C:5](=[CH:6][CH:7]=[C:8]([NH:11][C:12](=[O:16])[CH:13]([CH3:15])[CH3:14])[CH:9]=2)[CH:4]=[CH:3]1, predict the reactants needed to synthesize it. The reactants are: [CH3:1][N:2]1[C:10]2[C:5](=[CH:6][CH:7]=[C:8]([NH2:11])[CH:9]=2)[CH:4]=[CH:3]1.[C:12](Cl)(=[O:16])[CH:13]([CH3:15])[CH3:14].C(OCC)(=O)C. (6) Given the product [Cl:1][C:2]1[C:7]2[N:6]([CH:10]=[N:9][N:8]=2)[CH:5]=[CH:4][N:3]=1, predict the reactants needed to synthesize it. The reactants are: [Cl:1][C:2]1[C:7]([NH:8][NH2:9])=[N:6][CH:5]=[CH:4][N:3]=1.[CH:10](OCC)(OCC)OCC. (7) Given the product [CH2:17]([C:4]1([C:6]([O:8][CH2:9][C:10]2[CH:15]=[CH:14][CH:13]=[CH:12][CH:11]=2)=[O:7])[CH2:3][C:2]([F:16])([F:1])[CH2:5]1)[CH3:18], predict the reactants needed to synthesize it. The reactants are: [F:1][C:2]1([F:16])[CH2:5][CH:4]([C:6]([O:8][CH2:9][C:10]2[CH:15]=[CH:14][CH:13]=[CH:12][CH:11]=2)=[O:7])[CH2:3]1.[CH2:17](I)[CH3:18].C[Si]([N-][Si](C)(C)C)(C)C.[K+]. (8) The reactants are: [CH2:1]([C@H:3]1[N:8]([C:9]([O:11][C:12]([CH3:15])([CH3:14])[CH3:13])=[O:10])[CH2:7][C@@H:6]([CH2:16][OH:17])[O:5][CH2:4]1)[CH3:2].CC1(C)N([O])C(C)(C)CCC1.C(OI(C1C=CC=CC=1)OC(=O)C)(=[O:31])C. Given the product [CH3:14][C:12]([O:11][C:9]([N:8]1[C@H:3]([CH2:1][CH3:2])[CH2:4][O:5][C@H:6]([C:16]([OH:31])=[O:17])[CH2:7]1)=[O:10])([CH3:13])[CH3:15], predict the reactants needed to synthesize it. (9) Given the product [OH:18][CH2:17][C:15]1[C:14]([C:19]([F:22])([F:21])[F:20])=[N:13][N:12]([CH2:11][C:7]2[CH:8]=[C:9]3[C:4](=[CH:5][CH:6]=2)[CH2:3][C@@H:2]([NH:1][S:37]([C:32]2[CH:33]=[CH:34][CH:35]=[CH:36][C:31]=2[Cl:30])(=[O:39])=[O:38])[CH2:10]3)[CH:16]=1, predict the reactants needed to synthesize it. The reactants are: [NH2:1][C@H:2]1[CH2:10][C:9]2[C:4](=[CH:5][CH:6]=[C:7]([CH2:11][N:12]3[CH:16]=[C:15]([CH2:17][OH:18])[C:14]([C:19]([F:22])([F:21])[F:20])=[N:13]3)[CH:8]=2)[CH2:3]1.C(N(CC)CC)C.[Cl:30][C:31]1[CH:36]=[CH:35][CH:34]=[CH:33][C:32]=1[S:37](Cl)(=[O:39])=[O:38].